This data is from Reaction yield outcomes from USPTO patents with 853,638 reactions. The task is: Predict the reaction yield, written as a fraction of the theoretical maximum amount of product (1.0 means a 100% yield; for example, 0.34 means a 34% yield). (1) The reactants are CC(O)(C)C.CC[Mg+].[Br-].[NH2:10][C:11]([CH2:17][C:18]([O:20][CH3:21])=[O:19])=[CH:12][C:13]([O:15][CH3:16])=[O:14].[Cl:22][C:23]1[CH:28]=[CH:27][CH:26]=[C:25]([Cl:29])[C:24]=1[CH:30]=[C:31]([C:36](=O)[CH2:37][CH2:38][C:39]1[S:40][CH:41]=[CH:42][N:43]=1)[C:32]([O:34][CH3:35])=[O:33]. The catalyst is C1COCC1.C(O)(=O)C. The product is [Cl:22][C:23]1[CH:28]=[CH:27][CH:26]=[C:25]([Cl:29])[C:24]=1[CH:30]1[C:31]([C:32]([O:34][CH3:35])=[O:33])=[C:36]([CH2:37][CH2:38][C:39]2[S:40][CH:41]=[CH:42][N:43]=2)[NH:10][C:11]([CH2:17][C:18]([O:20][CH3:21])=[O:19])=[C:12]1[C:13]([O:15][CH3:16])=[O:14]. The yield is 0.850. (2) The product is [F:32][C:26]1[CH:27]=[CH:28][CH:29]=[C:30]([F:31])[C:25]=1[NH:24][C:22](=[O:23])[C:21]1[CH:33]=[C:17]([C:9]2[N:10]=[C:11]3[CH:16]=[CH:15][CH:14]=[CH:13][N:12]3[C:8]=2[C:6]2[CH:5]=[CH:4][N:3]=[C:2]([NH:41][C:40]3[CH:42]=[CH:43][C:44]([CH2:46][CH2:47][N:48]4[CH2:49][CH2:50][N:51]([CH3:54])[CH2:52][CH2:53]4)=[CH:45][C:39]=3[O:38][CH2:36][CH3:37])[N:7]=2)[CH:18]=[CH:19][C:20]=1[O:34][CH3:35]. The reactants are Cl[C:2]1[N:7]=[C:6]([C:8]2[N:12]3[CH:13]=[CH:14][CH:15]=[CH:16][C:11]3=[N:10][C:9]=2[C:17]2[CH:18]=[CH:19][C:20]([O:34][CH3:35])=[C:21]([CH:33]=2)[C:22]([NH:24][C:25]2[C:30]([F:31])=[CH:29][CH:28]=[CH:27][C:26]=2[F:32])=[O:23])[CH:5]=[CH:4][N:3]=1.[CH2:36]([O:38][C:39]1[CH:45]=[C:44]([CH2:46][CH2:47][N:48]2[CH2:53][CH2:52][N:51]([CH3:54])[CH2:50][CH2:49]2)[CH:43]=[CH:42][C:40]=1[NH2:41])[CH3:37].C1(C)C=CC(S(O)(=O)=O)=CC=1.C[O-].[Na+]. The catalyst is C(Cl)Cl.CC(O)C. The yield is 0.710.